This data is from Full USPTO retrosynthesis dataset with 1.9M reactions from patents (1976-2016). The task is: Predict the reactants needed to synthesize the given product. (1) Given the product [Br:11][C:4]1[CH:3]=[CH:2][CH:1]=[CH:6][C:5]=1[S:7]([NH:14][CH2:12][CH3:13])(=[O:9])=[O:8], predict the reactants needed to synthesize it. The reactants are: [CH:1]1[CH:6]=[C:5]([S:7](Cl)(=[O:9])=[O:8])[C:4]([Br:11])=[CH:3][CH:2]=1.[CH2:12]([NH2:14])[CH3:13].C1COCC1.Cl. (2) Given the product [Cl:3][C:4]1[C:9](=[O:10])[N:8]([CH3:11])[CH:7]=[C:6]([CH2:12][C:13]2[S:14][C:15]3[C:21]([C:22]4[CH:23]=[C:24]([CH:30]=[CH:31][CH:32]=4)[C:25]([NH:34][CH2:35][CH2:36][OH:37])=[O:26])=[CH:20][CH:19]=[CH:18][C:16]=3[CH:17]=2)[CH:5]=1, predict the reactants needed to synthesize it. The reactants are: [OH-].[Na+].[Cl:3][C:4]1[C:9](=[O:10])[N:8]([CH3:11])[CH:7]=[C:6]([CH2:12][C:13]2[S:14][C:15]3[C:21]([C:22]4[CH:23]=[C:24]([CH:30]=[CH:31][CH:32]=4)[C:25](OCC)=[O:26])=[CH:20][CH:19]=[CH:18][C:16]=3[CH:17]=2)[CH:5]=1.Cl.[NH2:34][CH2:35][CH2:36][OH:37].CCN=C=NCCCN(C)C.C1C=CC2N(O)N=NC=2C=1. (3) Given the product [NH2:20][C:16]1[O:9][C:8]([C:10]2[CH:15]=[CH:14][CH:13]=[CH:12][CH:11]=2)=[CH:7][C:17]=1[C:18]#[N:19], predict the reactants needed to synthesize it. The reactants are: C(NCC)C.Br[CH2:7][C:8]([C:10]1[CH:15]=[CH:14][CH:13]=[CH:12][CH:11]=1)=[O:9].[C:16](#[N:20])[CH2:17][C:18]#[N:19]. (4) Given the product [CH3:13][C:4]1[CH:5]=[CH:6][C:7]2[C:12](=[CH:11][CH:10]=[CH:9][CH:8]=2)[C:3]=1[B:14]([OH:17])[OH:15], predict the reactants needed to synthesize it. The reactants are: [Mg].Br[C:3]1[C:12]2[C:7](=[CH:8][CH:9]=[CH:10][CH:11]=2)[CH:6]=[CH:5][C:4]=1[CH3:13].[B:14](OC)([O:17]C)[O:15]C.[OH-].[Na+].Cl. (5) Given the product [ClH:54].[ClH:54].[O:23]1[C:32]2[C:27](=[N:28][CH:29]=[CH:30][CH:31]=2)[O:26][C@@H:25]([CH2:33][NH:34][CH:18]2[CH2:17][CH2:16][N:15]([CH2:14][CH:12]3[C:11]4=[C:10]5[C:5](=[CH:4][CH:3]=[C:2]4[F:1])[CH:6]=[CH:7][C:8](=[O:22])[N:9]5[CH2:13]3)[CH2:20][CH2:19]2)[CH2:24]1, predict the reactants needed to synthesize it. The reactants are: [F:1][C:2]1[C:11]2[CH:12]([CH2:14][N:15]3[CH2:20][CH2:19][C:18](=O)[CH2:17][CH2:16]3)[CH2:13][N:9]3[C:10]=2[C:5]([CH:6]=[CH:7][C:8]3=[O:22])=[CH:4][CH:3]=1.[O:23]1[C:32]2[C:27](=[N:28][CH:29]=[CH:30][CH:31]=2)[O:26][C@@H:25]([CH2:33][NH2:34])[CH2:24]1.C(O[BH-](OC(=O)C)OC(=O)C)(=O)C.[Na+].C(=O)(O)[O-].[Na+].[Cl:54]CCl.